From a dataset of Full USPTO retrosynthesis dataset with 1.9M reactions from patents (1976-2016). Predict the reactants needed to synthesize the given product. (1) The reactants are: [CH3:1][O:2][C:3]1[CH:4]=[C:5]2[C:10](=[CH:11][CH:12]=1)[C:9]([C:13](=[O:29])[C:14]1[CH:19]=[CH:18][C:17]([O:20][CH2:21][CH2:22][N:23]3[CH2:28][CH2:27][CH2:26][CH2:25][CH2:24]3)=[CH:16][CH:15]=1)=[C:8](OS(C(F)(F)F)(=O)=O)[CH:7]=[CH:6]2.[F:38][C:39]1[CH:44]=[C:43]([F:45])[CH:42]=[CH:41][C:40]=1B(O)O.C(=O)([O-])[O-].[Na+].[Na+].C1(P(C2C=CC=CC=2)C2C=CC=CC=2)C=CC=CC=1.C(=O)(O)[O-].[Na+]. Given the product [F:38][C:39]1[CH:44]=[C:43]([F:45])[CH:42]=[CH:41][C:40]=1[C:8]1[CH:7]=[CH:6][C:5]2[C:10](=[CH:11][CH:12]=[C:3]([O:2][CH3:1])[CH:4]=2)[C:9]=1[C:13]([C:14]1[CH:19]=[CH:18][C:17]([O:20][CH2:21][CH2:22][N:23]2[CH2:28][CH2:27][CH2:26][CH2:25][CH2:24]2)=[CH:16][CH:15]=1)=[O:29], predict the reactants needed to synthesize it. (2) Given the product [CH3:31][N:2]([CH3:1])[CH2:3][CH2:4][NH:5][C:6]1[N:15]=[C:14]2[C:9]([C:10](=[O:29])[C:11]([C:24]([OH:26])=[O:25])=[CH:12][N:13]2[CH2:16][C@@H:17]2[CH2:21][CH2:20][CH2:19][N:18]2[CH2:22][CH3:23])=[CH:8][C:7]=1[I:30], predict the reactants needed to synthesize it. The reactants are: [CH3:1][N:2]([CH3:31])[CH2:3][CH2:4][NH:5][C:6]1[N:15]=[C:14]2[C:9]([C:10](=[O:29])[C:11]([C:24]([O:26]CC)=[O:25])=[CH:12][N:13]2[CH2:16][C@@H:17]2[CH2:21][CH2:20][CH2:19][N:18]2[CH2:22][CH3:23])=[CH:8][C:7]=1[I:30].C1COCC1.[Li+].[OH-]. (3) Given the product [C:1]1([CH3:33])[CH:6]=[CH:5][C:4]([N:7]([CH:15]2[CH2:20][CH2:19][N:18]([CH2:21][CH2:22][C:23]3([CH2:29][C:30]([NH:43][C:42]4[CH:44]=[CH:45][CH:46]=[CH:47][C:41]=4[C:40]([O:49][CH3:50])=[O:48])=[O:31])[CH2:28][CH2:27][CH2:26][CH2:25][CH2:24]3)[CH2:17][CH2:16]2)[C:8]([C:10]2[O:11][CH:12]=[CH:13][CH:14]=2)=[O:9])=[CH:3][CH:2]=1, predict the reactants needed to synthesize it. The reactants are: [C:1]1([CH3:33])[CH:6]=[CH:5][C:4]([N:7]([CH:15]2[CH2:20][CH2:19][N:18]([CH2:21][CH2:22][C:23]3([CH2:29][C:30](O)=[O:31])[CH2:28][CH2:27][CH2:26][CH2:25][CH2:24]3)[CH2:17][CH2:16]2)[C:8]([C:10]2[O:11][CH:12]=[CH:13][CH:14]=2)=[O:9])=[CH:3][CH:2]=1.C(Cl)(=O)C(Cl)=O.[C:40]([O:49][CH3:50])(=[O:48])[C:41]1[C:42](=[CH:44][CH:45]=[CH:46][CH:47]=1)[NH2:43].C(N(CC)CC)C. (4) Given the product [CH3:28][O:27][N:26]([CH3:25])[C:21]([C:10]1[C:9]([CH3:24])=[C:8]([C:5]2[CH:4]=[CH:3][C:2]([Br:1])=[CH:7][CH:6]=2)[N:12]([C:13]2[CH:18]=[CH:17][C:16]([Cl:19])=[CH:15][C:14]=2[Cl:20])[N:11]=1)=[O:22], predict the reactants needed to synthesize it. The reactants are: [Br:1][C:2]1[CH:7]=[CH:6][C:5]([C:8]2[N:12]([C:13]3[CH:18]=[CH:17][C:16]([Cl:19])=[CH:15][C:14]=3[Cl:20])[N:11]=[C:10]([C:21](Cl)=[O:22])[C:9]=2[CH3:24])=[CH:4][CH:3]=1.[CH3:25][NH:26][O:27][CH3:28].N1C=CC=CC=1.O. (5) Given the product [CH3:10][O:11][C:12]([C:14]1[CH:15]=[C:16]([CH3:34])[C:17]2[O:23][C:22]3[C:24]([Cl:30])=[CH:25][C:26]([CH2:28][N:29]4[CH:3]=[CH:7][CH:6]=[CH:5]4)=[CH:27][C:21]=3[CH2:20][S:19](=[O:31])(=[O:32])[C:18]=2[CH:33]=1)=[O:13], predict the reactants needed to synthesize it. The reactants are: CO[CH:3]1[CH2:7][CH2:6][CH:5](OC)O1.[CH3:10][O:11][C:12]([C:14]1[CH:15]=[C:16]([CH3:34])[C:17]2[O:23][C:22]3[C:24]([Cl:30])=[CH:25][C:26]([CH2:28][NH2:29])=[CH:27][C:21]=3[CH2:20][S:19](=[O:32])(=[O:31])[C:18]=2[CH:33]=1)=[O:13].Cl.ClC1C=CN=CC=1.